The task is: Predict the reactants needed to synthesize the given product.. This data is from Full USPTO retrosynthesis dataset with 1.9M reactions from patents (1976-2016). (1) Given the product [Cl:21][C:18]1[CH:19]=[CH:20][C:15]([O:14][CH:11]2[CH2:12][CH2:13][NH:8][CH2:9][CH2:10]2)=[CH:16][N:17]=1, predict the reactants needed to synthesize it. The reactants are: C(OC([N:8]1[CH2:13][CH2:12][CH:11]([O:14][C:15]2[CH:16]=[N:17][C:18]([Cl:21])=[CH:19][CH:20]=2)[CH2:10][CH2:9]1)=O)(C)(C)C.C(O)(C(F)(F)F)=O. (2) The reactants are: [CH:1]1([N:4]([C@H:16]2[CH2:21][CH2:20][C@H:19]([CH2:22][C:23](OC)=[O:24])[CH2:18][CH2:17]2)[C:5](=[O:15])[C:6]2[CH:11]=[CH:10][C:9]([CH:12]([CH3:14])[CH3:13])=[CH:8][CH:7]=2)[CH2:3][CH2:2]1.[BH4-].[Li+].CO. Given the product [CH:1]1([N:4]([C@H:16]2[CH2:17][CH2:18][C@H:19]([CH2:22][CH2:23][OH:24])[CH2:20][CH2:21]2)[C:5](=[O:15])[C:6]2[CH:11]=[CH:10][C:9]([CH:12]([CH3:13])[CH3:14])=[CH:8][CH:7]=2)[CH2:2][CH2:3]1, predict the reactants needed to synthesize it.